Dataset: Catalyst prediction with 721,799 reactions and 888 catalyst types from USPTO. Task: Predict which catalyst facilitates the given reaction. Reactant: [C:1]([C:4]1[CH:9]=[CH:8][C:7]([C:10]2[CH:11]=[C:12]([NH:31][CH2:32][CH:33]3[CH2:38][CH2:37][O:36][CH2:35][CH2:34]3)[C:13]3[N:14]([C:16]([C:19]4[CH:30]=[CH:29][C:22]([C:23]([NH:25][CH:26]5[CH2:28][CH2:27]5)=[O:24])=[CH:21][CH:20]=4)=[CH:17][N:18]=3)[N:15]=2)=[CH:6][CH:5]=1)(=O)[NH2:2].N1C=CC=CC=1.C(OC(C(F)(F)F)=O)(C(F)(F)F)=O.C(=O)([O-])[O-].[K+].[K+]. Product: [C:1]([C:4]1[CH:5]=[CH:6][C:7]([C:10]2[CH:11]=[C:12]([NH:31][CH2:32][CH:33]3[CH2:38][CH2:37][O:36][CH2:35][CH2:34]3)[C:13]3[N:14]([C:16]([C:19]4[CH:30]=[CH:29][C:22]([C:23]([NH:25][CH:26]5[CH2:27][CH2:28]5)=[O:24])=[CH:21][CH:20]=4)=[CH:17][N:18]=3)[N:15]=2)=[CH:8][CH:9]=1)#[N:2]. The catalyst class is: 684.